Task: Regression. Given a peptide amino acid sequence and an MHC pseudo amino acid sequence, predict their binding affinity value. This is MHC class II binding data.. Dataset: Peptide-MHC class II binding affinity with 134,281 pairs from IEDB (1) The peptide sequence is EISTNIRQAGVQYSR. The MHC is DRB1_0701 with pseudo-sequence DRB1_0701. The binding affinity (normalized) is 0.100. (2) The peptide sequence is GLVTEFPSTAAAYFR. The MHC is DRB1_1501 with pseudo-sequence DRB1_1501. The binding affinity (normalized) is 0.947. (3) The peptide sequence is GITDRDFIEGVHGGT. The MHC is DRB1_1302 with pseudo-sequence DRB1_1302. The binding affinity (normalized) is 0.0111. (4) The peptide sequence is RILDEIKSIDFERIG. The MHC is DRB1_0101 with pseudo-sequence DRB1_0101. The binding affinity (normalized) is 0.385.